Task: Predict the reactants needed to synthesize the given product.. Dataset: Full USPTO retrosynthesis dataset with 1.9M reactions from patents (1976-2016) (1) The reactants are: Br[C:2]1[S:6][C:5]([C:7]2[N:11]3[N:12]=[C:13]([CH3:21])[CH:14]=[C:15]([CH:16]([CH2:19][CH3:20])[CH2:17][CH3:18])[C:10]3=[N:9][C:8]=2[CH3:22])=[C:4]([CH3:23])[CH:3]=1.[CH2:24]([Li])[CH2:25][CH2:26][CH3:27]. Given the product [CH2:24]([C:2]1[S:6][C:5]([C:7]2[N:11]3[N:12]=[C:13]([CH3:21])[CH:14]=[C:15]([CH:16]([CH2:19][CH3:20])[CH2:17][CH3:18])[C:10]3=[N:9][C:8]=2[CH3:22])=[C:4]([CH3:23])[CH:3]=1)[CH2:25][CH2:26][CH3:27], predict the reactants needed to synthesize it. (2) Given the product [Cl:12][CH2:13][C:7](=[O:9])[C@H:6]([O:5][C:1]([CH3:2])([CH3:3])[CH3:4])[CH3:11], predict the reactants needed to synthesize it. The reactants are: [C:1]([O:5][C@H:6]([CH3:11])[C:7]([O:9]C)=O)([CH3:4])([CH3:3])[CH3:2].[Cl:12][CH2:13]C([O-])=O.[Na+].C(N(CC)CC)C.C([Mg]Cl)(C)(C)C.Cl. (3) Given the product [NH2:1][C:2]1[C:3]([C:22]2[CH:27]=[CH:26][C:25]([C:28]([NH:29][C@@H:30]([C:33]3[CH:38]=[CH:37][CH:36]=[C:35]([Cl:39])[CH:34]=3)[CH2:31][OH:32])=[O:40])=[C:24]([F:41])[CH:23]=2)=[CH:4][C:5]([C@@H:8]2[CH2:12][N:11]3[C:13](=[S:52])[O:15][CH2:16][C@@H:10]3[CH2:9]2)=[CH:6][N:7]=1, predict the reactants needed to synthesize it. The reactants are: [NH2:1][C:2]1[N:7]=[CH:6][C:5]([C@@H:8]2[CH2:12][N:11]([C:13]([O:15][C:16](C)(C)C)=O)[C@H:10](CO)[CH2:9]2)=[CH:4][C:3]=1[C:22]1[CH:27]=[CH:26][C:25]([C:28](=[O:40])[NH:29][C@@H:30]([C:33]2[CH:38]=[CH:37][CH:36]=[C:35]([Cl:39])[CH:34]=2)[CH2:31][OH:32])=[C:24]([F:41])[CH:23]=1.CCN(C(C)C)C(C)C.C(C1NC=CN=1)(C1NC=CN=1)=[S:52]. (4) Given the product [CH2:1]([O:3][C:4](=[O:12])[C:5]([CH2:16][CH2:17][C:18]1[S:19][CH:20]=[C:21]([C:23]#[C:24][CH2:25][CH2:26][CH2:27][C:28]2[CH:33]=[CH:32][CH:31]=[CH:30][CH:29]=2)[CH:22]=1)([CH3:11])[C:6]([OH:8])=[O:7])[CH3:2], predict the reactants needed to synthesize it. The reactants are: [CH2:1]([O:3][C:4](=[O:12])[CH:5]([CH3:11])[C:6]([O:8]CC)=[O:7])[CH3:2].[H-].[Na+].I[CH2:16][CH2:17][C:18]1[S:19][CH:20]=[C:21]([C:23]#[C:24][CH2:25][CH2:26][CH2:27][C:28]2[CH:33]=[CH:32][CH:31]=[CH:30][CH:29]=2)[CH:22]=1.Cl.[OH-].[K+]. (5) Given the product [BrH:1].[Cl:12][C:7]1[CH:6]=[C:5]([C:3]2[N:15]3[CH2:16][CH2:17][N:13]=[C:14]3[S:18][CH:2]=2)[CH:10]=[CH:9][C:8]=1[Cl:11], predict the reactants needed to synthesize it. The reactants are: [Br:1][CH2:2][C:3]([C:5]1[CH:10]=[CH:9][C:8]([Cl:11])=[C:7]([Cl:12])[CH:6]=1)=O.[NH:13]1[CH2:17][CH2:16][NH:15][C:14]1=[S:18]. (6) Given the product [CH:29]1([CH2:28][O:1][C:2]2[CH:3]=[C:4]([C:10]3[O:11][CH:12]=[C:13]([CH2:15][CH2:16][C:17]([C:19]4[C:24]([CH3:25])=[CH:23][CH:22]=[CH:21][N:20]=4)=[O:18])[N:14]=3)[CH:5]=[CH:6][C:7]=2[O:8][CH3:9])[CH2:30][CH2:31][CH2:32]1, predict the reactants needed to synthesize it. The reactants are: [OH:1][C:2]1[CH:3]=[C:4]([C:10]2[O:11][CH:12]=[C:13]([CH2:15][CH2:16][C:17]([C:19]3[C:24]([CH3:25])=[CH:23][CH:22]=[CH:21][N:20]=3)=[O:18])[N:14]=2)[CH:5]=[CH:6][C:7]=1[O:8][CH3:9].N12CCCN=[C:32]1[CH2:31][CH2:30][CH2:29][CH2:28]C2.BrCC1CCC1.O. (7) The reactants are: [N+:1]([C:4]1[CH:9]=[CH:8][CH:7]=[CH:6][C:5]=1[S:10]([N:13]1[C:21]2[C:16](=[CH:17][CH:18]=[CH:19][CH:20]=2)[CH2:15][CH2:14]1)(=[O:12])=[O:11])([O-:3])=[O:2].[Cl-].[Cl-].[Cl-].[Al+3].[Br:26][CH:27]([CH3:31])[C:28](Br)=[O:29].C(C(C(C([O-])=O)O)O)([O-])=O.[Na+].[K+].[OH-].[Na+]. Given the product [Br:26][CH:27]([CH3:31])[C:28]([C:18]1[CH:17]=[C:16]2[C:21](=[CH:20][CH:19]=1)[N:13]([S:10]([C:5]1[CH:6]=[CH:7][CH:8]=[CH:9][C:4]=1[N+:1]([O-:3])=[O:2])(=[O:11])=[O:12])[CH2:14][CH2:15]2)=[O:29], predict the reactants needed to synthesize it.